Task: Regression. Given a peptide amino acid sequence and an MHC pseudo amino acid sequence, predict their binding affinity value. This is MHC class I binding data.. Dataset: Peptide-MHC class I binding affinity with 185,985 pairs from IEDB/IMGT (1) The peptide sequence is IRQLIRLLTW. The MHC is Mamu-B52 with pseudo-sequence Mamu-B52. The binding affinity (normalized) is 0.535. (2) The peptide sequence is HLINKLLST. The MHC is HLA-A68:02 with pseudo-sequence HLA-A68:02. The binding affinity (normalized) is 0.0148. (3) The peptide sequence is AFEDLRLLSFI. The MHC is HLA-A26:01 with pseudo-sequence HLA-A26:01. The binding affinity (normalized) is 0.0278. (4) The peptide sequence is LFQPLHTVM. The MHC is HLA-B14:02 with pseudo-sequence HLA-B14:02. The binding affinity (normalized) is 0.671.